From a dataset of Full USPTO retrosynthesis dataset with 1.9M reactions from patents (1976-2016). Predict the reactants needed to synthesize the given product. (1) Given the product [Br:1][C:2]1[CH:7]=[C:6]2[C:5](=[CH:4][C:3]=1[F:19])[O:18][CH:10]([C:11]1[CH:16]=[CH:15][CH:14]=[CH:13][CH:12]=1)[CH2:9][C:8]2=[O:17], predict the reactants needed to synthesize it. The reactants are: [Br:1][C:2]1[C:3]([F:19])=[CH:4][C:5]([OH:18])=[C:6]([C:8](=[O:17])[CH:9]=[CH:10][C:11]2[CH:16]=[CH:15][CH:14]=[CH:13][CH:12]=2)[CH:7]=1.[OH-].[Na+]. (2) Given the product [F:20][C:21]1[CH:30]=[CH:29][CH:28]=[CH:27][C:22]=1[C:23]1[N:8]2[N:7]=[C:6]([O:9][S:10]([C:13]3[CH:18]=[CH:17][C:16]([CH3:19])=[CH:15][CH:14]=3)(=[O:12])=[O:11])[CH:5]=[C:4]2[C:1]([CH3:2])=[N:26][N:25]=1, predict the reactants needed to synthesize it. The reactants are: [C:1]([C:4]1[NH:8][N:7]=[C:6]([O:9][S:10]([C:13]2[CH:18]=[CH:17][C:16]([CH3:19])=[CH:15][CH:14]=2)(=[O:12])=[O:11])[CH:5]=1)(=O)[CH3:2].[F:20][C:21]1[CH:30]=[CH:29][CH:28]=[CH:27][C:22]=1[C:23]([NH:25][NH2:26])=O.